Dataset: Forward reaction prediction with 1.9M reactions from USPTO patents (1976-2016). Task: Predict the product of the given reaction. (1) Given the reactants Cl[C:2]1[N:3]=[N:4][C:5]([Cl:21])=[C:6]([NH:8][C:9]2[CH:14]=[CH:13][CH:12]=[CH:11][C:10]=2[S:15]([CH:18]([CH3:20])[CH3:19])(=[O:17])=[O:16])[N:7]=1.[CH3:22][P:23]([C:26]1[N:31]=[C:30]([O:32][CH3:33])[C:29]([NH2:34])=[CH:28][CH:27]=1)([CH3:25])=[O:24].C12(CS(O)(=O)=O)C(C)(C)C(CC1)CC2=O, predict the reaction product. The product is: [Cl:21][C:5]1[N:4]=[N:3][C:2]([NH:34][C:29]2[C:30]([O:32][CH3:33])=[N:31][C:26]([P:23]([CH3:22])([CH3:25])=[O:24])=[CH:27][CH:28]=2)=[N:7][C:6]=1[NH:8][C:9]1[CH:14]=[CH:13][CH:12]=[CH:11][C:10]=1[S:15]([CH:18]([CH3:20])[CH3:19])(=[O:17])=[O:16]. (2) Given the reactants C[O:2][C:3](=[O:37])[CH2:4][O:5][C:6]1[CH:15]=[CH:14][C:13]2[C:8](=[CH:9][CH:10]=[C:11]([CH2:16][NH:17][C:18]([C:20]3[CH:21]=[N:22][N:23]([C:29]4[CH:34]=[CH:33][C:32]([Cl:35])=[CH:31][CH:30]=4)[C:24]=3[C:25]([F:28])([F:27])[F:26])=[O:19])[CH:12]=2)[C:7]=1[Br:36].[OH-].[Na+].O, predict the reaction product. The product is: [Br:36][C:7]1[C:8]2[C:13](=[CH:12][C:11]([CH2:16][NH:17][C:18]([C:20]3[CH:21]=[N:22][N:23]([C:29]4[CH:34]=[CH:33][C:32]([Cl:35])=[CH:31][CH:30]=4)[C:24]=3[C:25]([F:26])([F:27])[F:28])=[O:19])=[CH:10][CH:9]=2)[CH:14]=[CH:15][C:6]=1[O:5][CH2:4][C:3]([OH:37])=[O:2].